This data is from Catalyst prediction with 721,799 reactions and 888 catalyst types from USPTO. The task is: Predict which catalyst facilitates the given reaction. Reactant: [F:1][C:2]([F:26])([F:25])[C:3]1[CH:8]=[CH:7][C:6]([S:9]([N:12]2[CH2:17][CH2:16][O:15][C:14]3[N:18]=[CH:19][C:20]([C:22](Cl)=[O:23])=[CH:21][C:13]2=3)(=[O:11])=[O:10])=[CH:5][CH:4]=1.[NH2:27][CH2:28][C:29]([C:31]1[CH:36]=[CH:35][CH:34]=[CH:33][CH:32]=1)=[O:30].CCN(C(C)C)C(C)C. Product: [O:30]=[C:29]([C:31]1[CH:36]=[CH:35][CH:34]=[CH:33][CH:32]=1)[CH2:28][NH:27][C:22]([C:20]1[CH:19]=[N:18][C:14]2[O:15][CH2:16][CH2:17][N:12]([S:9]([C:6]3[CH:7]=[CH:8][C:3]([C:2]([F:26])([F:25])[F:1])=[CH:4][CH:5]=3)(=[O:11])=[O:10])[C:13]=2[CH:21]=1)=[O:23]. The catalyst class is: 49.